Dataset: Reaction yield outcomes from USPTO patents with 853,638 reactions. Task: Predict the reaction yield, written as a fraction of the theoretical maximum amount of product (1.0 means a 100% yield; for example, 0.34 means a 34% yield). The reactants are [Na:1].[CH3:2][C:3]1[C:4]([CH2:22][S:23]([C:25]2[NH:29][C:28]3[CH:30]=[CH:31][CH:32]=[CH:33][C:27]=3[N:26]=2)=[O:24])=[N:5][CH:6]=[CH:7][C:8]=1[O:9][CH2:10][C:11]1(C)[O:20][CH2:19][C:14]2(OCCO2)[CH2:13][O:12]1.C1C2(CO[CH:39]([CH2:42][O:43]C3C=CN=C(CO)C=3C)[O:38]C2)C1.N1[C:57]2C=C3OCCOC3=C[C:56]=2N=C1S. No catalyst specified. The product is [Na:1].[CH2:56]1[C:14]2([CH2:19][O:20][CH:11]([CH2:10][O:9][C:8]3[CH:7]=[CH:6][N:5]=[C:4]([CH2:22][S:23]([C:25]4[NH:29][C:28]5[CH:30]=[C:31]6[O:43][CH2:42][CH2:39][O:38][C:32]6=[CH:33][C:27]=5[N:26]=4)=[O:24])[C:3]=3[CH3:2])[O:12][CH2:13]2)[CH2:57]1. The yield is 0.556.